Dataset: Forward reaction prediction with 1.9M reactions from USPTO patents (1976-2016). Task: Predict the product of the given reaction. (1) Given the reactants Br[C:2]1[C:10]2[C:5](=[CH:6][N:7]=[CH:8][CH:9]=2)[NH:4][C:3]=1[C:11]([O:13][CH2:14][CH3:15])=[O:12].Cl.[NH2:17][C:18]1[CH:23]=[CH:22][C:21](B(O)O)=[CH:20][CH:19]=1.[F-].[K+].C, predict the reaction product. The product is: [NH2:17][C:18]1[CH:23]=[CH:22][C:21]([C:2]2[C:10]3[C:5](=[CH:6][N:7]=[CH:8][CH:9]=3)[NH:4][C:3]=2[C:11]([O:13][CH2:14][CH3:15])=[O:12])=[CH:20][CH:19]=1. (2) Given the reactants [CH2:1]1[CH:6]2[CH2:7][C:8]3([NH2:11])[CH2:10][CH:4]([CH2:5]2)[CH2:3][CH:2]1[CH2:9]3.Cl[CH2:13][C:14]1[O:18][N:17]=[C:16]([C:19]2[S:20][CH:21]=[CH:22][CH:23]=2)[N:15]=1, predict the reaction product. The product is: [S:20]1[CH:21]=[CH:22][CH:23]=[C:19]1[C:16]1[N:15]=[C:14]([CH2:13][NH:11][C:8]23[CH2:10][CH:4]4[CH2:5][CH:6]([CH2:1][CH:2]([CH2:3]4)[CH2:9]2)[CH2:7]3)[O:18][N:17]=1. (3) Given the reactants [N:1]1[CH:6]=[CH:5][CH:4]=[CH:3][C:2]=1[NH2:7].[CH3:8][C:9]1[N:14]=[C:13]([C:15](O)=[O:16])[CH:12]=[N:11][CH:10]=1, predict the reaction product. The product is: [CH3:8][C:9]1[N:14]=[C:13]([C:15]([NH:7][C:2]2[CH:3]=[CH:4][CH:5]=[CH:6][N:1]=2)=[O:16])[CH:12]=[N:11][CH:10]=1. (4) Given the reactants [Br:1][C:2]1[CH:3]=[C:4]2[C:9](=[CH:10][CH:11]=1)[N:8]=[CH:7][C:6]([C:12]([CH:14]1[CH2:16][CH2:15]1)=[O:13])=[C:5]2Cl.[CH3:18][N:19]([CH3:32])[CH:20]1[CH2:24][CH2:23][N:22]([C:25]2[N:30]=[CH:29][C:28]([NH2:31])=[CH:27][CH:26]=2)[CH2:21]1, predict the reaction product. The product is: [Br:1][C:2]1[CH:3]=[C:4]2[C:9](=[CH:10][CH:11]=1)[N:8]=[CH:7][C:6]([C:12]([CH:14]1[CH2:16][CH2:15]1)=[O:13])=[C:5]2[NH:31][C:28]1[CH:29]=[N:30][C:25]([N:22]2[CH2:23][CH2:24][CH:20]([N:19]([CH3:32])[CH3:18])[CH2:21]2)=[CH:26][CH:27]=1.